Dataset: Catalyst prediction with 721,799 reactions and 888 catalyst types from USPTO. Task: Predict which catalyst facilitates the given reaction. (1) Reactant: S(=O)(=O)(O)O.[F:6][C:7]1[CH:12]=[CH:11][C:10]([OH:13])=[CH:9][C:8]=1[C:14]([F:17])([F:16])[F:15].[I:18]N1C(=O)CCC1=O.S([O-])([O-])(=O)=S.[Na+].[Na+]. Product: [F:6][C:7]1[C:8]([C:14]([F:15])([F:16])[F:17])=[CH:9][C:10]([OH:13])=[C:11]([I:18])[CH:12]=1. The catalyst class is: 86. (2) Product: [Si:15]([O:32][CH2:33][CH2:34][NH:35][C:8]1[C:5]2[CH:6]=[N:7][C:2]([Cl:1])=[CH:3][C:4]=2[N:10]([CH:11]([CH3:13])[CH3:12])[N:9]=1)([C:28]([CH3:30])([CH3:31])[CH3:29])([C:22]1[CH:23]=[CH:24][CH:25]=[CH:26][CH:27]=1)[C:16]1[CH:17]=[CH:18][CH:19]=[CH:20][CH:21]=1. The catalyst class is: 102. Reactant: [Cl:1][C:2]1[N:7]=[CH:6][C:5]2[C:8](I)=[N:9][N:10]([CH:11]([CH3:13])[CH3:12])[C:4]=2[CH:3]=1.[Si:15]([O:32][CH2:33][CH2:34][NH2:35])([C:28]([CH3:31])([CH3:30])[CH3:29])([C:22]1[CH:27]=[CH:26][CH:25]=[CH:24][CH:23]=1)[C:16]1[CH:21]=[CH:20][CH:19]=[CH:18][CH:17]=1.C(=O)([O-])[O-].[Cs+].[Cs+].C1(P(C2C=CC=CC=2)C2C3OC4C(=CC=CC=4P(C4C=CC=CC=4)C4C=CC=CC=4)C(C)(C)C=3C=CC=2)C=CC=CC=1.